Dataset: Reaction yield outcomes from USPTO patents with 853,638 reactions. Task: Predict the reaction yield, written as a fraction of the theoretical maximum amount of product (1.0 means a 100% yield; for example, 0.34 means a 34% yield). The reactants are [C:1]1([CH2:7][O:8][CH2:9][C:10](=O)C)[CH:6]=[CH:5][CH:4]=[CH:3][CH:2]=1.[NH2:13][CH2:14][CH2:15][CH2:16][CH2:17][NH:18][S:19]([C:22]1[CH:27]=[CH:26][C:25]([Cl:28])=[CH:24][C:23]=1[Cl:29])(=[O:21])=[O:20].[BH3-]C#N.[Na+].CC(O)=O.[OH-].[Na+]. The catalyst is CO. The product is [Cl:29][C:23]1[CH:24]=[C:25]([Cl:28])[CH:26]=[CH:27][C:22]=1[S:19]([NH:18][CH2:17][CH2:16][CH2:15][CH2:14][NH:13][CH2:10][CH2:9][O:8][CH2:7][C:1]1[CH:2]=[CH:3][CH:4]=[CH:5][CH:6]=1)(=[O:20])=[O:21]. The yield is 0.740.